This data is from Catalyst prediction with 721,799 reactions and 888 catalyst types from USPTO. The task is: Predict which catalyst facilitates the given reaction. (1) Reactant: CC(C)(C)C([O:5][C:6]1[CH:13]2[CH:9]([CH2:10][CH:11]([CH:14]3[O:19][CH2:18][CH2:17][CH2:16][O:15]3)[CH2:12]2)[C:8](=[O:20])[C:7]=1[C:21]1[C:26]([CH2:27][CH3:28])=[CH:25][C:24]([CH3:29])=[CH:23][C:22]=1[CH2:30][CH3:31])=O. Product: [CH2:30]([C:22]1[CH:23]=[C:24]([CH3:29])[CH:25]=[C:26]([CH2:27][CH3:28])[C:21]=1[CH:7]1[C:6](=[O:5])[CH:13]2[CH:9]([CH2:10][CH:11]([CH:14]3[O:19][CH2:18][CH2:17][CH2:16][O:15]3)[CH2:12]2)[C:8]1=[O:20])[CH3:31]. The catalyst class is: 273. (2) Reactant: [Cl:1][C:2]1[S:6][C:5]([C:7]([OH:9])=O)=[CH:4][CH:3]=1.Cl.C(N=C=NCCCN(C)C)C.C(N(CC)C(C)C)(C)C.Cl.[F:32][C:33]1[CH:46]=[CH:45][C:36]([C:37]([CH:39]2[CH2:44][CH2:43][NH:42][CH2:41][CH2:40]2)=[O:38])=[CH:35][CH:34]=1. Product: [Cl:1][C:2]1[S:6][C:5]([C:7]([N:42]2[CH2:43][CH2:44][CH:39]([C:37](=[O:38])[C:36]3[CH:35]=[CH:34][C:33]([F:32])=[CH:46][CH:45]=3)[CH2:40][CH2:41]2)=[O:9])=[CH:4][CH:3]=1. The catalyst class is: 2.